From a dataset of Forward reaction prediction with 1.9M reactions from USPTO patents (1976-2016). Predict the product of the given reaction. (1) Given the reactants [C:1](=[O:17])([O:15][CH3:16])[O:2][C:3]1[CH:8]=[CH:7][C:6]([F:9])=[CH:5][C:4]=1[CH:10]1[CH2:14][CH2:13][CH2:12][CH2:11]1.OS(O)(=O)=O.[N+:23]([O-])([O-:25])=[O:24].[K+], predict the reaction product. The product is: [C:1](=[O:17])([O:15][CH3:16])[O:2][C:3]1[CH:8]=[C:7]([N+:23]([O-:25])=[O:24])[C:6]([F:9])=[CH:5][C:4]=1[CH:10]1[CH2:14][CH2:13][CH2:12][CH2:11]1. (2) The product is: [OH:22][CH:20]([CH3:21])[CH2:19][N:18]1[C:14]([C:8]2[S:9][C:10]3[CH2:11][CH2:12][O:13][C:4]4[CH:3]=[C:2]([C:31]5[CH:30]=[N:29][N:28]([CH2:27][C:26]([CH3:42])([OH:43])[CH3:25])[CH:32]=5)[CH:24]=[CH:23][C:5]=4[C:6]=3[N:7]=2)=[N:15][CH:16]=[N:17]1. Given the reactants Br[C:2]1[CH:24]=[CH:23][C:5]2[C:6]3[N:7]=[C:8]([C:14]4[N:18]([CH2:19][CH:20]([OH:22])[CH3:21])[N:17]=[CH:16][N:15]=4)[S:9][C:10]=3[CH2:11][CH2:12][O:13][C:4]=2[CH:3]=1.[CH3:25][C:26]([OH:43])([CH3:42])[CH2:27][N:28]1[CH:32]=[C:31](B2OC(C)(C)C(C)(C)O2)[CH:30]=[N:29]1, predict the reaction product.